Dataset: Full USPTO retrosynthesis dataset with 1.9M reactions from patents (1976-2016). Task: Predict the reactants needed to synthesize the given product. Given the product [CH2:1]([C:3]1[CH:8]=[CH:7][C:6]([CH:9]2[CH2:14][N:13]([C:15]([N:32]3[CH2:37][CH2:36][S:35][CH2:34][CH2:33]3)=[O:17])[CH2:12][CH:11]([C:27]([O:29][CH3:30])=[O:28])[CH2:10]2)=[CH:5][C:4]=1[F:31])[CH3:2], predict the reactants needed to synthesize it. The reactants are: [CH2:1]([C:3]1[CH:8]=[CH:7][C:6]([CH:9]2[CH2:14][N:13]([C:15]([O:17]C3C=CC([N+]([O-])=O)=CC=3)=O)[CH2:12][CH:11]([C:27]([O:29][CH3:30])=[O:28])[CH2:10]2)=[CH:5][C:4]=1[F:31])[CH3:2].[NH:32]1[CH2:37][CH2:36][S:35][CH2:34][CH2:33]1.